From a dataset of Forward reaction prediction with 1.9M reactions from USPTO patents (1976-2016). Predict the product of the given reaction. (1) Given the reactants [H-].[Na+].[CH3:3][N:4]1[CH2:8][CH2:7][CH2:6][C:5]1=[O:9].[C:10](OCC)(=[O:16])[C:11]([O:13][CH2:14][CH3:15])=[O:12].Cl, predict the reaction product. The product is: [CH3:3][N:4]1[CH2:8][CH2:7][CH:6]([C:10](=[O:16])[C:11]([O:13][CH2:14][CH3:15])=[O:12])[C:5]1=[O:9]. (2) Given the reactants [C:1]([C:5]1[CH:10]=[CH:9][C:8](Br)=[C:7](Br)[CH:6]=1)([CH3:4])([CH3:3])[CH3:2].[C:13]([Si:15]([CH3:18])([CH3:17])[CH3:16])#[CH:14], predict the reaction product. The product is: [C:1]([C:5]1[CH:10]=[CH:9][C:8]([C:14]#[C:13][Si:15]([CH3:18])([CH3:17])[CH3:16])=[C:7]([C:14]#[C:13][Si:15]([CH3:18])([CH3:17])[CH3:16])[CH:6]=1)([CH3:4])([CH3:3])[CH3:2]. (3) Given the reactants [CH2:1]([C:3]1[CH:8]=[CH:7][CH:6]=[CH:5][C:4]=1[C:9]1[CH:14]=[C:13]([F:15])[CH:12]=[CH:11][C:10]=1[O:16][CH2:17][C:18]([OH:20])=O)[CH3:2].[CH:21]([NH:24][NH:25][C:26](=[O:38])[C:27]1[CH:32]=[CH:31][C:30]([O:33][CH2:34][CH2:35][O:36][CH3:37])=[CH:29][CH:28]=1)([CH3:23])[CH3:22].C(N(CC)CC)C.C1C=CC2N(O)N=NC=2C=1.CCN=C=NCCCN(C)C, predict the reaction product. The product is: [F:15][C:13]1[CH:12]=[CH:11][C:10]([O:16][CH2:17][C:18]([N:24]([CH:21]([CH3:23])[CH3:22])[NH:25][C:26](=[O:38])[C:27]2[CH:28]=[CH:29][C:30]([O:33][CH2:34][CH2:35][O:36][CH3:37])=[CH:31][CH:32]=2)=[O:20])=[C:9]([C:4]2[CH:5]=[CH:6][CH:7]=[CH:8][C:3]=2[CH2:1][CH3:2])[CH:14]=1. (4) Given the reactants OOS([O-])=O.[K+].[Na+].[Br-:8].CC(C)=O.[CH3:13][O:14][C:15]1[CH:20]=[CH:19][C:18]([C:21](=[O:23])[CH3:22])=[C:17]([CH3:24])[CH:16]=1, predict the reaction product. The product is: [Br:8][C:20]1[C:15]([O:14][CH3:13])=[CH:16][C:17]([CH3:24])=[C:18]([C:21](=[O:23])[CH3:22])[CH:19]=1. (5) The product is: [N:3]1[C:7]2[CH:8]=[CH:9][CH:10]=[CH:11][C:6]=2[NH:5][C:4]=1[CH2:12][NH:13][C:14]([C:16]1[CH:17]=[CH:18][C:19]2[NH:25][CH:24]([CH2:26][C:27]([OH:29])=[O:28])[C:23](=[O:31])[N:22]([CH3:32])[CH2:21][C:20]=2[CH:33]=1)=[O:15]. Given the reactants [Li+].[OH-].[N:3]1[C:7]2[CH:8]=[CH:9][CH:10]=[CH:11][C:6]=2[NH:5][C:4]=1[CH2:12][NH:13][C:14]([C:16]1[CH:17]=[CH:18][C:19]2[NH:25][CH:24]([CH2:26][C:27]([O:29]C)=[O:28])[C:23](=[O:31])[N:22]([CH3:32])[CH2:21][C:20]=2[CH:33]=1)=[O:15].CC#N.O, predict the reaction product. (6) Given the reactants [F:1][C:2]1[CH:7]=[CH:6][CH:5]=[C:4]([F:8])[C:3]=1[S:9][CH3:10].[Br:11]Br.[Cl-].[Al+3].[Cl-].[Cl-].S([O-])([O-])(=O)=S.[Na+].[Na+], predict the reaction product. The product is: [Br:11][C:6]1[CH:7]=[C:2]([F:1])[C:3]([S:9][CH3:10])=[C:4]([F:8])[CH:5]=1. (7) Given the reactants [OH:1][C@@:2]1([CH3:36])[CH2:7][CH2:6][C@H:5]2[C@H:8]3[C@H:18]([CH2:19][CH2:20][C@:3]12[CH3:4])[C@:16]1([CH3:17])[C:11](=[CH:12][C@@H:13]([OH:21])[CH2:14][CH2:15]1)[CH2:10][C@H:9]3[CH2:22][CH:23]=[CH:24][CH2:25][C:26]1[CH:31]=[CH:30][CH:29]=[C:28]([O:32][C:33](=[O:35])[CH3:34])[CH:27]=1, predict the reaction product. The product is: [OH:1][C@@:2]1([CH3:36])[CH2:7][CH2:6][C@H:5]2[C@H:8]3[C@H:18]([CH2:19][CH2:20][C@:3]12[CH3:4])[C@:16]1([CH3:17])[C:11](=[CH:12][C@@H:13]([OH:21])[CH2:14][CH2:15]1)[CH2:10][C@H:9]3[CH2:22][CH2:23][CH2:24][CH2:25][C:26]1[CH:31]=[CH:30][CH:29]=[C:28]([O:32][C:33](=[O:35])[CH3:34])[CH:27]=1. (8) Given the reactants [Cl:1][C:2]1[C:3]([F:31])=[C:4]([CH:8]2[C:12]([C:15]3[CH:20]=[CH:19][C:18]([Cl:21])=[CH:17][C:16]=3[F:22])([C:13]#[N:14])[CH:11]([CH2:23][C:24]([CH3:27])([CH3:26])[CH3:25])[NH:10][CH:9]2[C:28]([OH:30])=O)[CH:5]=[CH:6][CH:7]=1.CCN(C(C)C)C(C)C.C1(P(Cl)(C2C=CC=CC=2)=O)C=CC=CC=1.[NH2:56][C:57]1[CH:62]=[CH:61][N:60]([CH2:63][CH2:64][O:65][Si:66]([C:69]([CH3:72])([CH3:71])[CH3:70])([CH3:68])[CH3:67])[C:59](=[O:73])[CH:58]=1, predict the reaction product. The product is: [C:69]([Si:66]([CH3:68])([CH3:67])[O:65][CH2:64][CH2:63][N:60]1[CH:61]=[CH:62][C:57]([NH:56][C:28]([CH:9]2[CH:8]([C:4]3[CH:5]=[CH:6][CH:7]=[C:2]([Cl:1])[C:3]=3[F:31])[C:12]([C:15]3[CH:20]=[CH:19][C:18]([Cl:21])=[CH:17][C:16]=3[F:22])([C:13]#[N:14])[CH:11]([CH2:23][C:24]([CH3:27])([CH3:26])[CH3:25])[NH:10]2)=[O:30])=[CH:58][C:59]1=[O:73])([CH3:72])([CH3:71])[CH3:70]. (9) Given the reactants [CH3:1][O:2][C:3]1[CH:4]=[C:5]2[C:10](=[CH:11][C:12]=1[O:13][CH3:14])[N:9]=[CH:8][CH:7]=[C:6]2[O:15][C:16]1[CH:22]=[CH:21][C:19]([NH2:20])=[CH:18][CH:17]=1.ClC(Cl)(O[C:27](=[O:33])OC(Cl)(Cl)Cl)Cl.[CH2:35]([N:42]1[CH2:46][CH2:45][C@@H:44]([NH2:47])[CH2:43]1)[C:36]1[CH:41]=[CH:40][CH:39]=[CH:38][CH:37]=1.C(=O)([O-])O.[Na+], predict the reaction product. The product is: [CH2:35]([N:42]1[CH2:46][CH2:45][C@@H:44]([NH:47][C:27]([NH:20][C:19]2[CH:21]=[CH:22][C:16]([O:15][C:6]3[C:5]4[C:10](=[CH:11][C:12]([O:13][CH3:14])=[C:3]([O:2][CH3:1])[CH:4]=4)[N:9]=[CH:8][CH:7]=3)=[CH:17][CH:18]=2)=[O:33])[CH2:43]1)[C:36]1[CH:37]=[CH:38][CH:39]=[CH:40][CH:41]=1.